This data is from Reaction yield outcomes from USPTO patents with 853,638 reactions. The task is: Predict the reaction yield, written as a fraction of the theoretical maximum amount of product (1.0 means a 100% yield; for example, 0.34 means a 34% yield). (1) The reactants are C(OCC[O:6][CH2:7][C:8]1[CH:13]=[C:12]([CH2:14][O:15][CH2:16][CH2:17]OCC)[CH:11]=[CH:10][C:9]=1Br)C.C(OCCOCC1C=CC=C(COCCOCC)C=1Br)C.C([Li])CCC.[F:48][C:49]1[CH:56]=[CH:55]C(C=O)=[CH:51][CH:50]=1.[Cl-].[NH4+]. The catalyst is O1CCCC1.CCCCCC. The product is [F:48][C:49]1[CH:56]=[CH:55][C:17]([CH:16]2[C:11]3[C:12](=[CH:13][C:8]([CH2:7][OH:6])=[CH:9][CH:10]=3)[CH2:14][O:15]2)=[CH:51][CH:50]=1. The yield is 0.887. (2) The reactants are [C:1](Cl)(=[O:8])[C:2]1[CH:7]=[CH:6][CH:5]=[CH:4][CH:3]=1.[CH3:10][C:11]([CH3:17])([CH2:14][CH2:15][OH:16])[CH2:12][OH:13].C(N(CC)CC)C. The catalyst is CN(C)C1C=CN=CC=1.ClCCl. The product is [C:1]([O:16][CH2:15][CH2:14][C:11]([CH3:17])([CH3:10])[CH2:12][OH:13])(=[O:8])[C:2]1[CH:7]=[CH:6][CH:5]=[CH:4][CH:3]=1. The yield is 0.440. (3) The yield is 0.850. The product is [NH2:1][C:2]([C:4]1[CH:5]=[N:6][C:7]2[C:12]([C:13]=1[NH:14][C:15]1[CH:16]=[C:17]([CH:23]=[CH:24][CH:25]=1)[C:18]([O:20][CH2:21][CH3:22])=[O:19])=[CH:11][CH:10]=[C:9]([C:32]1[CH:31]=[CH:30][C:29]([O:28][CH3:27])=[CH:34][C:33]=1[O:35][CH3:36])[CH:8]=2)=[O:3]. The reactants are [NH2:1][C:2]([C:4]1[CH:5]=[N:6][C:7]2[C:12]([C:13]=1[NH:14][C:15]1[CH:16]=[C:17]([CH:23]=[CH:24][CH:25]=1)[C:18]([O:20][CH2:21][CH3:22])=[O:19])=[CH:11][CH:10]=[C:9](Br)[CH:8]=2)=[O:3].[CH3:27][O:28][C:29]1[CH:34]=[C:33]([O:35][CH3:36])[CH:32]=[CH:31][C:30]=1B(O)O.C(=O)([O-])[O-].[K+].[K+]. The catalyst is O1CCOCC1.O.C1C=CC([P]([Pd]([P](C2C=CC=CC=2)(C2C=CC=CC=2)C2C=CC=CC=2)([P](C2C=CC=CC=2)(C2C=CC=CC=2)C2C=CC=CC=2)[P](C2C=CC=CC=2)(C2C=CC=CC=2)C2C=CC=CC=2)(C2C=CC=CC=2)C2C=CC=CC=2)=CC=1. (4) The reactants are [OH:1][C:2]1[CH:14]=[C:13]2[C:5]([C:6]3[C:7]([C:18]4[CH:23]=[CH:22][CH:21]=[C:20]([N:24]5[CH2:32][C:31]6[C:26](=[CH:27][C:28]([CH3:33])=[CH:29][CH:30]=6)[C:25]5=[O:34])[C:19]=4[CH3:35])=[CH:8][CH:9]=[C:10]([C:15]([NH2:17])=[O:16])[C:11]=3[NH:12]2)=[CH:4][CH:3]=1.C(=O)([O-])[O-].[K+].[K+].Br[CH2:43][CH2:44][O:45][CH3:46]. The catalyst is CN(C=O)C. The product is [CH3:46][O:45][CH2:44][CH2:43][O:1][C:2]1[CH:14]=[C:13]2[C:5]([C:6]3[C:7]([C:18]4[CH:23]=[CH:22][CH:21]=[C:20]([N:24]5[CH2:32][C:31]6[C:26](=[CH:27][C:28]([CH3:33])=[CH:29][CH:30]=6)[C:25]5=[O:34])[C:19]=4[CH3:35])=[CH:8][CH:9]=[C:10]([C:15]([NH2:17])=[O:16])[C:11]=3[NH:12]2)=[CH:4][CH:3]=1. The yield is 0.350. (5) The reactants are Cl[C:2]1[C:11]2[C:6](=[CH:7][CH:8]=[C:9]([S:12][C:13]3[N:17]4[CH:18]=[C:19]([C:22]5[CH:23]=[N:24][N:25]([CH3:27])[CH:26]=5)[CH:20]=[CH:21][C:16]4=[N:15][N:14]=3)[CH:10]=2)[N:5]=[CH:4][C:3]=1[N:28]1[CH2:33][CH2:32][N:31]([C:34](=[O:36])[CH3:35])[CH2:30][CH2:29]1.[CH3:37][O-:38].[Na+]. The catalyst is CO. The product is [CH3:37][O:38][C:2]1[C:11]2[C:6](=[CH:7][CH:8]=[C:9]([S:12][C:13]3[N:17]4[CH:18]=[C:19]([C:22]5[CH:23]=[N:24][N:25]([CH3:27])[CH:26]=5)[CH:20]=[CH:21][C:16]4=[N:15][N:14]=3)[CH:10]=2)[N:5]=[CH:4][C:3]=1[N:28]1[CH2:33][CH2:32][N:31]([C:34](=[O:36])[CH3:35])[CH2:30][CH2:29]1. The yield is 0.180.